Dataset: Full USPTO retrosynthesis dataset with 1.9M reactions from patents (1976-2016). Task: Predict the reactants needed to synthesize the given product. (1) Given the product [CH3:3][O:4][C:5]1[N:10]=[CH:9][C:8]([NH:11][C:12]2[C:17]([C:18]3[N:23]=[C:22]([CH3:24])[N:21]=[C:20]([NH:2][CH3:1])[N:19]=3)=[CH:16][C:15]([CH2:27][N:28]3[CH2:29][CH2:30][N:31]([S:34]([CH3:37])(=[O:36])=[O:35])[CH2:32][CH2:33]3)=[CH:14][N:13]=2)=[CH:7][CH:6]=1, predict the reactants needed to synthesize it. The reactants are: [CH3:1][NH2:2].[CH3:3][O:4][C:5]1[N:10]=[CH:9][C:8]([NH:11][C:12]2[C:17]([C:18]3[N:23]=[C:22]([CH3:24])[N:21]=[C:20](SC)[N:19]=3)=[CH:16][C:15]([CH2:27][N:28]3[CH2:33][CH2:32][N:31]([S:34]([CH3:37])(=[O:36])=[O:35])[CH2:30][CH2:29]3)=[CH:14][N:13]=2)=[CH:7][CH:6]=1.CC(O)C. (2) Given the product [F:17][C:11]1[CH:12]=[C:13]([F:16])[CH:14]=[CH:15][C:10]=1/[CH:9]=[CH:8]/[C:6]1[CH:5]=[CH:4][C:3]([S:18]([C:21]2[CH:26]=[CH:25][CH:24]=[CH:23][CH:22]=2)(=[O:20])=[O:19])=[C:2]([CH:7]=1)[C:28]#[N:29], predict the reactants needed to synthesize it. The reactants are: Br[C:2]1[CH:7]=[C:6](/[CH:8]=[CH:9]/[C:10]2[CH:15]=[CH:14][C:13]([F:16])=[CH:12][C:11]=2[F:17])[CH:5]=[CH:4][C:3]=1[S:18]([C:21]1[CH:26]=[CH:25][CH:24]=[CH:23][CH:22]=1)(=[O:20])=[O:19].[Cu][C:28]#[N:29]. (3) Given the product [Cl:1][C:2]1[CH:3]=[C:4]([N:9]2[CH2:10][CH2:11][CH:12]([NH:15][C:25](=[O:26])[C:24]([F:35])([F:34])[F:23])[CH2:13][CH2:14]2)[CH:5]=[CH:6][C:7]=1[Cl:8], predict the reactants needed to synthesize it. The reactants are: [Cl:1][C:2]1[CH:3]=[C:4]([N:9]2[CH2:14][CH2:13][CH:12]([NH2:15])[CH2:11][CH2:10]2)[CH:5]=[CH:6][C:7]=1[Cl:8].C(N(CC)CC)C.[F:23][C:24]([F:35])([F:34])[C:25](O[C:25](=[O:26])[C:24]([F:35])([F:34])[F:23])=[O:26]. (4) The reactants are: C(OCC)(=O)C.Cl.C(OC([NH:15][C:16]1[C:17]([NH:21][C:22]([C:24]2[CH:29]=[CH:28][C:27]([CH2:30][N:31]([CH2:45][CH2:46][N:47]([CH3:49])[CH3:48])[C:32]([NH:34][C:35]3[CH:44]=[CH:43][C:38]4[O:39][CH2:40][CH2:41][O:42][C:37]=4[CH:36]=3)=[O:33])=[CH:26][N:25]=2)=[O:23])=[CH:18][S:19][CH:20]=1)=O)(C)(C)C.C(OCC)(=O)C.C(=O)([O-])O.[Na+]. Given the product [NH2:15][C:16]1[C:17]([NH:21][C:22]([C:24]2[CH:29]=[CH:28][C:27]([CH2:30][N:31]([CH2:45][CH2:46][N:47]([CH3:49])[CH3:48])[C:32]([NH:34][C:35]3[CH:44]=[CH:43][C:38]4[O:39][CH2:40][CH2:41][O:42][C:37]=4[CH:36]=3)=[O:33])=[CH:26][N:25]=2)=[O:23])=[CH:18][S:19][CH:20]=1, predict the reactants needed to synthesize it.